From a dataset of Full USPTO retrosynthesis dataset with 1.9M reactions from patents (1976-2016). Predict the reactants needed to synthesize the given product. (1) Given the product [ClH:1].[CH3:2][C:3]1[NH:7][CH:6]=[N:5][C:4]=1[CH2:8][CH2:9][C:10]([OH:12])=[O:11], predict the reactants needed to synthesize it. The reactants are: [ClH:1].[CH3:2][C:3]1[NH:7][CH:6]=[N:5][C:4]=1/[CH:8]=[CH:9]/[C:10]([OH:12])=[O:11].CCCCCCC.C(OC(C)C)(C)C. (2) The reactants are: [CH:1]1([C:4]2[NH:8][C:7]3[CH:9]=[C:10]([C:14]4[C:15]([CH3:20])=[N:16][O:17][C:18]=4[CH3:19])[CH:11]=[C:12](I)[C:6]=3[N:5]=2)[CH2:3][CH2:2]1.[Cl:21][C:22]1[CH:27]=[CH:26][C:25]([C:28](B(O)O)=[CH2:29])=[CH:24][CH:23]=1. Given the product [Cl:21][C:22]1[CH:27]=[CH:26][C:25]([C:28]([C:12]2[C:6]3[N:5]=[C:4]([CH:1]4[CH2:3][CH2:2]4)[NH:8][C:7]=3[CH:9]=[C:10]([C:14]3[C:15]([CH3:20])=[N:16][O:17][C:18]=3[CH3:19])[CH:11]=2)=[CH2:29])=[CH:24][CH:23]=1, predict the reactants needed to synthesize it. (3) Given the product [OH:5][C@@H:3]([CH3:4])[C:2]([C:13]1[CH:17]=[C:16]([NH:18][C:19](=[O:32])[C:20]([CH3:31])([S:22]([CH:25]2[CH2:26][CH2:27][O:28][CH2:29][CH2:30]2)(=[O:24])=[O:23])[CH3:21])[O:15][N:14]=1)([CH3:12])[CH3:1], predict the reactants needed to synthesize it. The reactants are: [CH3:1][C:2]([C:13]1[CH:17]=[C:16]([NH:18][C:19](=[O:32])[C:20]([CH3:31])([S:22]([CH:25]2[CH2:30][CH2:29][O:28][CH2:27][CH2:26]2)(=[O:24])=[O:23])[CH3:21])[O:15][N:14]=1)([CH3:12])[C@@H:3]([O:5]C1CCCCO1)[CH3:4].C1(C)C=CC(S([O-])(=O)=O)=CC=1.[NH+]1C=CC=CC=1. (4) Given the product [C@@H:6]1([O:24][C:25]2[CH:26]=[N:27][CH:28]=[CH:29][C:30]=2[CH2:31][C:32]2[CH:33]=[CH:34][C:35]([CH2:38][CH2:39][OH:40])=[CH:36][CH:37]=2)[O:7][C@H:8]([CH2:19][OH:20])[C@@H:9]([OH:15])[C@H:10]([OH:11])[C@H:5]1[OH:4], predict the reactants needed to synthesize it. The reactants are: C([O:4][C@@H:5]1[C@@H:10]([O:11]C(=O)C)[C@H:9]([O:15]C(=O)C)[C@@H:8]([CH2:19][O:20]C(=O)C)[O:7][C@H:6]1[O:24][C:25]1[CH:26]=[N:27][CH:28]=[CH:29][C:30]=1[CH2:31][C:32]1[CH:37]=[CH:36][C:35]([CH2:38][CH2:39][O:40]C(=O)C2C=CC=CC=2)=[CH:34][CH:33]=1)(=O)C.C[O-].[Na+]. (5) Given the product [OH:1][C@@:2]1([C:9]#[C:10][C:11]2[CH:12]=[C:13]([C:17]3[N:22]=[C:21]([C:23]([NH2:32])=[O:24])[CH:20]=[C:19]([C:28]([F:29])([F:30])[F:31])[CH:18]=3)[CH:14]=[CH:15][CH:16]=2)[CH2:6][CH2:5][N:4]([CH3:7])[C:3]1=[O:8], predict the reactants needed to synthesize it. The reactants are: [OH:1][C@@:2]1([C:9]#[C:10][C:11]2[CH:12]=[C:13]([C:17]3[N:22]=[C:21]([C:23](OCC)=[O:24])[CH:20]=[C:19]([C:28]([F:31])([F:30])[F:29])[CH:18]=3)[CH:14]=[CH:15][CH:16]=2)[CH2:6][CH2:5][N:4]([CH3:7])[C:3]1=[O:8].[NH3:32]. (6) Given the product [C:1]([N:6]([CH2:23][C:24]1[CH:36]=[CH:35][C:27]([O:28][CH2:29][C:30]([OH:32])=[O:31])=[C:26]([CH3:37])[CH:25]=1)[C:7]1[CH:8]=[C:9]([C:13]2[CH:14]=[CH:15][C:16]([C:19]([F:22])([F:21])[F:20])=[CH:17][CH:18]=2)[CH:10]=[CH:11][CH:12]=1)(=[O:5])[CH2:2][CH2:3][CH3:4], predict the reactants needed to synthesize it. The reactants are: [C:1]([N:6]([CH2:23][C:24]1[CH:36]=[CH:35][C:27]([O:28][CH2:29][C:30]([O:32]CC)=[O:31])=[C:26]([CH3:37])[CH:25]=1)[C:7]1[CH:8]=[C:9]([C:13]2[CH:18]=[CH:17][C:16]([C:19]([F:22])([F:21])[F:20])=[CH:15][CH:14]=2)[CH:10]=[CH:11][CH:12]=1)(=[O:5])[CH2:2][CH2:3][CH3:4].[OH-].[Na+].